Dataset: Reaction yield outcomes from USPTO patents with 853,638 reactions. Task: Predict the reaction yield, written as a fraction of the theoretical maximum amount of product (1.0 means a 100% yield; for example, 0.34 means a 34% yield). The reactants are [O:1]=[C:2]1[CH2:10][C:9]2[C:4](=[CH:5][C:6]([C:11]([C:13]3[CH:14]=[C:15]([NH:19][C:20]([C:22]4[C:23]([CH3:27])=[N:24][O:25][CH:26]=4)=[O:21])[CH:16]=[CH:17][CH:18]=3)=[O:12])=[CH:7][CH:8]=2)[NH:3]1.[CH:28](OCC)=[O:29].[O-]CC.[Na+].Cl. The catalyst is C(O)C. The product is [OH:29][CH:28]=[C:10]1[C:9]2[C:4](=[CH:5][C:6]([C:11]([C:13]3[CH:14]=[C:15]([NH:19][C:20]([C:22]4[C:23]([CH3:27])=[N:24][O:25][CH:26]=4)=[O:21])[CH:16]=[CH:17][CH:18]=3)=[O:12])=[CH:7][CH:8]=2)[NH:3][C:2]1=[O:1]. The yield is 0.230.